From a dataset of Catalyst prediction with 721,799 reactions and 888 catalyst types from USPTO. Predict which catalyst facilitates the given reaction. (1) Reactant: [OH:1][CH2:2][C:3]1[N:4]([CH2:10][C:11]2[CH:16]=[CH:15][CH:14]=[CH:13][CH:12]=2)[C:5]([CH2:8][OH:9])=[CH:6][N:7]=1.C(N(CC)CC)C.[C:24]([O:27]C(=O)C)(=[O:26])[CH3:25]. Product: [CH3:25][C:24]([O-:27])=[O:26].[C:24]([O:1][CH2:2][C:3]1[N:4]([CH2:10][C:11]2[CH:16]=[CH:15][CH:14]=[CH:13][CH:12]=2)[C:5]([CH2:8][OH:9])=[CH:6][N:7]=1)(=[O:26])[CH3:25]. The catalyst class is: 4. (2) Reactant: [C:1]([C:3]([C:6]1[CH:7]=[C:8]([CH:30]=[CH:31][CH:32]=1)[C:9]([NH:11][C:12]1[CH:17]=[CH:16][C:15]([O:18][CH3:19])=[C:14]([O:20][C:21]2[CH:26]=[CH:25][C:24]([N+:27]([O-])=O)=[CH:23][CH:22]=2)[CH:13]=1)=[O:10])([CH3:5])[CH3:4])#[N:2].O1CCCC1. Product: [NH2:27][C:24]1[CH:23]=[CH:22][C:21]([O:20][C:14]2[CH:13]=[C:12]([NH:11][C:9](=[O:10])[C:8]3[CH:30]=[CH:31][CH:32]=[C:6]([C:3]([C:1]#[N:2])([CH3:5])[CH3:4])[CH:7]=3)[CH:17]=[CH:16][C:15]=2[O:18][CH3:19])=[CH:26][CH:25]=1. The catalyst class is: 129. (3) Reactant: [C:1]([NH:6][C:7]1[NH:8][CH:9]=[C:10]([C:15]2[CH:20]=[CH:19][C:18]([N+:21]([O-])=O)=[CH:17][CH:16]=2)[C:11]=1[C:12]([NH2:14])=[O:13])(=[O:5])[CH2:2][CH2:3][CH3:4].[H][H]. Product: [C:1]([NH:6][C:7]1[NH:8][CH:9]=[C:10]([C:15]2[CH:16]=[CH:17][C:18]([NH2:21])=[CH:19][CH:20]=2)[C:11]=1[C:12]([NH2:14])=[O:13])(=[O:5])[CH2:2][CH2:3][CH3:4]. The catalyst class is: 43. (4) Reactant: [Br:1][C:2]1[CH:7]=[CH:6][C:5]([OH:8])=[C:4]([N+:9]([O-])=O)[C:3]=1[CH3:12].[H][H]. Product: [NH2:9][C:4]1[C:3]([CH3:12])=[C:2]([Br:1])[CH:7]=[CH:6][C:5]=1[OH:8]. The catalyst class is: 465.